This data is from Experimentally validated miRNA-target interactions with 360,000+ pairs, plus equal number of negative samples. The task is: Binary Classification. Given a miRNA mature sequence and a target amino acid sequence, predict their likelihood of interaction. (1) The miRNA is mmu-miR-1839-5p with sequence AAGGUAGAUAGAACAGGUCUUG. The protein sequence of the target gene is MEFPFDVDALFPERITVLDQHLRPPARRPGTTTPARVDLQQQIMTIIDELGKASAKAQNLSAPITSASRMQSNRHVVYILKDSSARPAGKGAIIGFIKVGYKKLFVLDDREAHNEVEPLCILDFYIHESVQRHGHGRELFQYMLQKERVEPHQLAIDRPSQKLLKFLNKHYNLETTVPQVNNFVIFEGFFAHQHRPPAPSLRATRHSRAAAVDPTPAAPARKLPPKRAEGDIKPYSSSDREFLKVAVEPPWPLNRAPRRATPPAHPPPRSSSLGNSPERGPLRPFVPEQELLRSLRLCPP.... Result: 0 (no interaction). (2) Result: 0 (no interaction). The miRNA is hsa-miR-6078 with sequence CCGCCUGAGCUAGCUGUGG. The protein sequence of the target gene is MTCPRNVTPNSYAEPLAAPGGGERYNRNAGMYMQSGSDFNCGVMRGCGLAPSLSKRDEGGSPNLALNTYPSYLSQLDSWGDPKAAYRLEQPVGRPLSSCSYPPSVKEENVCCMYSAEKRAKSGPEAALYSHPLPESCLGEHEVPVPSYYRASPSYSALDKTPHCAGANEFEAPFEQRASLNPRTEHLESPQLGGKVSFPETPKSDSQTPSPNEIKTEQSLAGPKASPSESEKERAKTADSSPDTSDNEAKEEIKAENTTGNWLTAKSGRKKRCPYTKHQTLELEKEFLFNMYLTRERRLE.... (3) The miRNA is hsa-miR-4292 with sequence CCCCUGGGCCGGCCUUGG. The protein sequence of the target gene is MQAPGRGPLGLRLMMPGRRGALREPGGCGSCLGVALALLLLLLPACCPVRAQNDTEPIVLEGKCLVVCDSSPSADGAVTSSLGISVRSGSAKVAFSATRSTNHEPSEMSNRTMTIYFDQVLVNIGNHFDLASSIFVAPRKGIYSFSFHVVKVYNRQTIQVSLMQNGYPVISAFAGDQDVTREAASNGVLLLMEREDKVHLKLERGNLMGGWKYSTFSGFLVFPL. Result: 0 (no interaction). (4) The protein sequence of the target gene is MGAQAPLRLPAAPPLAVCGYTSVLLLFAFCLPGSRASNQPAGGGGDCPGGRGKSNCSELNLRESDIRVCDESSCKYGGVCKEDGDGLKCACQFQCHTNYIPVCGSNGDTYQNECFLRRAACKHQKDITVVARGPCYSDNGSGSGEGEEEGSGAGAHRKHSKCGPCKYKAECDEDAENVGCVCNIDCSGYSFNPVCASDGSSYNNPCFVREASCIKQEQIDIRHLGHCTDTDDVSLLGKKDDGLQYRPDVKDAGDEREDVYIGSHMPCPENLNGYCIHGKCEFIYSTQKASCRCESGYTGQ.... The miRNA is mmu-miR-5118 with sequence AAGGUUAGGCCAGCCUGGU. Result: 0 (no interaction). (5) The miRNA is hsa-miR-6895-5p with sequence CAGGGCCAGGCACAGAGUAAG. The protein sequence of the target gene is MSRLLGGTLERVCKAVLLLCLLHFLVAVILYFDVYAQHLAFFSRFSARGPAHALHPAASSSSSSSNCSRPNATASSSGLPEVPSALPGPTAPTLPPCPDSPPGLVGRLLIEFTSPMPLERVQRENPGVLMGGRYTPPDCTPAQTVAVIIPFRHREHHLRYWLHYLHPILRRQRLRYGVYVINQHGEDTFNRAKLLNVGFLEALKEDAAYDCFIFSDVDLVPMDDRNLYRCGDQPRHFAIAMDKFGFRLPYAGYFGGVSGLSKAQFLRINGFPNEYWGWGGEDDDIFNRISLTGMKISRPD.... Result: 1 (interaction). (6) Result: 1 (interaction). The miRNA is hsa-miR-519c-3p with sequence AAAGUGCAUCUUUUUAGAGGAU. The protein sequence of the target gene is MGDAADPREMRKTFIVPAIKPFDHYDFSRAKIACNLAWLVAKAFGTENVPEELQEPFYTDQYDQEHIKPPVVNLLLSAELYCRAGSLILKSDAAKPLLGHDAVIQALAQKGLYVTDQEKLVTERDLHKKPIQMSAHLAMIDTLMMAYTVEMVSIEKVIACAQQYSAFFQATDLPYDIEDAVMYWINKVNEHLKDIMEQEQKLKEHHTVEAPGGQKSPSKWFWKLVPARYRKEQTLLKQLPCIPLVENLLKDGTDGCALAALIHFYCPDVVRLEDICLKETMSLADSLYNLQLIQEFCQEY.... (7) The miRNA is mmu-miR-1903 with sequence CCUUCUUCUUCUUCCUGAGACA. The protein sequence of the target gene is MAFPELLDRVGGLGRFQLFQTVALVTPILWVTTQNMLENFSAAVPHHRCWVPLLDNSTSQASIPGDLGPDVLLAVSIPPGPDQQPHQCLRFRQPQWQLTESNATATNWSDAATEPCEDGWVYDHSTFRSTIVTTWDLVCNSQALRPMAQSIFLAGILVGAAVCGHASDRFGRRRVLTWSYLLVSVSGTAAAFMPTFPLYCLFRFLLASAVAGVMMNTASLLMEWTSAQGSPLVMTLNALGFSFGQVLTGSVAYGVRSWRMLQLAVSAPFFLFFVYSWWLPESARWLITVGKLDQGLQELQ.... Result: 1 (interaction). (8) The miRNA is hsa-miR-590-3p with sequence UAAUUUUAUGUAUAAGCUAGU. The protein sequence of the target gene is MSSSVRRKGKPGKGGGKGSSRGGRGGRSHASKSHGSGGGGGGGGGGGGGNRKASSRIWDDGDDFCIFSESRRPSRPSNSNISKGESRPKWKPKAKVPLQTLHMTSENQEKVKALLRDLQEQDADAGSERGLSGEEEDDEPDCCNDERYWPAGQEPSLVPDLDPLEYAGLASVEPYVPEFTVSPFAVQKLSRYGFNTERCQAVLRMCDGDVGASLEHLLTQCFSETFGERMKISEAVNQISLDECMEQRQEEAFALKSICGEKFIERIQNRVWTIGLELEYLTSRFRKSKPKESTKNVQEN.... Result: 1 (interaction).